The task is: Predict the product of the given reaction.. This data is from Forward reaction prediction with 1.9M reactions from USPTO patents (1976-2016). (1) Given the reactants [Br:1][C:2]1[CH:3]=[N:4][C:5]2[N:6]([N:8]=[C:9]([C:11]([OH:13])=O)[CH:10]=2)[CH:7]=1.[F:14][C:15]1[CH:16]=[C:17]([C:21]2[CH2:22][CH2:23][NH:24][CH2:25][CH:26]=2)[CH:18]=[CH:19][CH:20]=1, predict the reaction product. The product is: [Br:1][C:2]1[CH:3]=[N:4][C:5]2[N:6]([N:8]=[C:9]([C:11]([N:24]3[CH2:23][CH:22]=[C:21]([C:17]4[CH:18]=[CH:19][CH:20]=[C:15]([F:14])[CH:16]=4)[CH2:26][CH2:25]3)=[O:13])[CH:10]=2)[CH:7]=1. (2) The product is: [C:19]1([CH3:24])[CH:20]=[CH:21][CH:22]=[CH:23][C:18]=1[C:17]1[N:28]=[N:27][C:2]2[CH2:3][CH2:4][CH2:5][CH2:6][CH2:7][C:1]=2[CH:16]=1. Given the reactants [C:1]1(=O)[CH2:7][CH2:6][CH2:5][CH2:4][CH2:3][C:2]1=O.COP([CH2:16][C:17](=O)[C:18]1[CH:23]=[CH:22][CH:21]=[CH:20][C:19]=1[CH3:24])(=O)OC.O.[NH2:27][NH2:28], predict the reaction product. (3) Given the reactants [F:1][C:2]1[CH:7]=[CH:6][C:5](O)=[C:4]([N+:9]([O-])=O)[CH:3]=1.[SH:12][C:13]1[CH:18]=[CH:17][C:16](O)=[CH:15][CH:14]=1.CC1C=CC(O)=C([N+]([O-])=O)C=1, predict the reaction product. The product is: [F:1][C:2]1[CH:7]=[CH:6][C:5]([S:12][C:13]2[CH:18]=[CH:17][CH:16]=[CH:15][CH:14]=2)=[C:4]([NH2:9])[CH:3]=1.